Dataset: Catalyst prediction with 721,799 reactions and 888 catalyst types from USPTO. Task: Predict which catalyst facilitates the given reaction. (1) Reactant: [NH2:1][C:2]1[CH:7]=[CH:6][CH:5]=[C:4]([F:8])[C:3]=1[N:9]1[CH:13]=[C:12]([CH:14]=[O:15])[C:11]([CH3:16])=[N:10]1.N1C=CC=N1.N1C=CC=CC=1.Cl[C:29]([O:31][CH3:32])=[O:30]. The catalyst class is: 46. Product: [F:8][C:4]1[C:3]([N:9]2[CH:13]=[C:12]([CH:14]=[O:15])[C:11]([CH3:16])=[N:10]2)=[C:2]([NH:1][C:29](=[O:30])[O:31][CH3:32])[CH:7]=[CH:6][CH:5]=1. (2) The catalyst class is: 2. Product: [OH:9][C@@H:6]1[CH2:7][N:8]([C:17]([O:19][CH2:20][C:21]2[CH:26]=[CH:25][CH:24]=[CH:23][CH:22]=2)=[O:18])[C@@H:3]([CH3:2])[CH2:4][CH2:5]1. Reactant: Cl.[CH3:2][C@@H:3]1[NH:8][CH2:7][C@@H:6]([OH:9])[CH2:5][CH2:4]1.C(N(CC)CC)C.[C:17](Cl)([O:19][CH2:20][C:21]1[CH:26]=[CH:25][CH:24]=[CH:23][CH:22]=1)=[O:18]. (3) Reactant: [CH3:1][C@H:2]1[CH2:7][CH2:6][C@H:5]([C:8]([OH:10])=O)[CH2:4][CH2:3]1.C(Cl)(=O)C([Cl:14])=O. Product: [CH3:1][C@H:2]1[CH2:7][CH2:6][C@H:5]([C:8]([Cl:14])=[O:10])[CH2:4][CH2:3]1. The catalyst class is: 2. (4) Reactant: Cl[C:2]1[CH:3]=[C:4]2[C:9](=[C:10]([NH:12][C:13]3[CH:18]=[CH:17][C:16]([N:19]4[CH2:24][CH2:23][O:22][CH2:21][CH2:20]4)=[CH:15][CH:14]=3)[N:11]=1)[C:8](=[O:25])[NH:7][CH:6]=[CH:5]2.[CH3:26][O:27][C:28]1[CH:33]=[N:32][CH:31]=[C:30]([Sn](CCCC)(CCCC)CCCC)[N:29]=1. Product: [CH3:26][O:27][C:28]1[N:29]=[C:30]([C:2]2[CH:3]=[C:4]3[C:9](=[C:10]([NH:12][C:13]4[CH:18]=[CH:17][C:16]([N:19]5[CH2:24][CH2:23][O:22][CH2:21][CH2:20]5)=[CH:15][CH:14]=4)[N:11]=2)[C:8](=[O:25])[NH:7][CH:6]=[CH:5]3)[CH:31]=[N:32][CH:33]=1. The catalyst class is: 3.